Dataset: Forward reaction prediction with 1.9M reactions from USPTO patents (1976-2016). Task: Predict the product of the given reaction. (1) Given the reactants [CH2:1]1[O:9][C:8]2[C:4](=[CH:5][S:6][CH:7]=2)[O:3][CH2:2]1.[Na+].[Cl-].P([O-])([O-])([O-])=O.C(O)C(N)(CO)[CH2:19][OH:20].Cl.C(N(CC(O)=O)CC(O)=O)CN(CC(O)=O)CC(O)=O, predict the reaction product. The product is: [CH2:1]1[O:9][C:8]2[C:4](=[CH:5][S:6][CH:7]=2)[O:3][CH:2]1[CH2:19][OH:20]. (2) Given the reactants C([BH3-])#N.[Na+].[NH2:5][CH2:6][CH:7]([C:9]1[CH:14]=[CH:13][C:12]([F:15])=[CH:11][CH:10]=1)[OH:8].[N:16]1[CH:21]=[CH:20][N:19]=[CH:18][C:17]=1[O:22][C:23]1[CH:30]=[CH:29][C:26]([CH:27]=O)=[CH:25][CH:24]=1.C(O)(=O)C, predict the reaction product. The product is: [F:15][C:12]1[CH:13]=[CH:14][C:9]([CH:7]([OH:8])[CH2:6][NH:5][CH2:27][C:26]2[CH:29]=[CH:30][C:23]([O:22][C:17]3[CH:18]=[N:19][CH:20]=[CH:21][N:16]=3)=[CH:24][CH:25]=2)=[CH:10][CH:11]=1. (3) The product is: [CH:16]([Si:4]([CH:1]([CH3:2])[CH3:3])([CH:13]([CH3:15])[CH3:14])[O:5][C:6]([C:8]1[O:9][CH:10]=[CH:11][CH:12]=1)=[CH:7][Cl:26])([CH3:18])[CH3:17]. Given the reactants [CH:1]([Si:4]([CH:16]([CH3:18])[CH3:17])([CH:13]([CH3:15])[CH3:14])[O:5][C:6]([C:8]1[O:9][CH:10]=[CH:11][CH:12]=1)=[CH2:7])([CH3:3])[CH3:2].C1C(=O)N([Cl:26])C(=O)C1.CCOCC, predict the reaction product. (4) Given the reactants [CH2:1]([O:3][C:4]([C:6]1[CH:10]=[C:9]([OH:11])[NH:8][N:7]=1)=[O:5])[CH3:2].[C:12](=O)([O-])[O-].[Cs+].[Cs+].IC, predict the reaction product. The product is: [CH2:1]([O:3][C:4]([C:6]1[CH:10]=[C:9]([O:11][CH3:12])[NH:8][N:7]=1)=[O:5])[CH3:2].